Task: Predict the product of the given reaction.. Dataset: Forward reaction prediction with 1.9M reactions from USPTO patents (1976-2016) (1) Given the reactants [CH3:1][O:2][C:3]1[CH:12]=[CH:11][C:10]2[NH:9][C:8](=[O:13])[C:7]3[S:14][CH:15]=[CH:16][C:6]=3[C:5]=2[C:4]=1[C:17]1[CH:22]=[CH:21][C:20]([C@H:23]([CH3:34])[CH2:24][N:25]([CH3:33])[C:26](=[O:32])[O:27][C:28]([CH3:31])([CH3:30])[CH3:29])=[CH:19][CH:18]=1.C1C(=O)N([Br:42])C(=O)C1, predict the reaction product. The product is: [Br:42][C:11]1[C:10]2[NH:9][C:8](=[O:13])[C:7]3[S:14][CH:15]=[CH:16][C:6]=3[C:5]=2[C:4]([C:17]2[CH:22]=[CH:21][C:20]([C@H:23]([CH3:34])[CH2:24][N:25]([CH3:33])[C:26](=[O:32])[O:27][C:28]([CH3:29])([CH3:30])[CH3:31])=[CH:19][CH:18]=2)=[C:3]([O:2][CH3:1])[CH:12]=1. (2) Given the reactants [F:1][C:2]1[CH:3]=[C:4]([C:9]2[CH:10]=[CH:11][C:12]([NH2:15])=[N:13][CH:14]=2)[CH:5]=[C:6]([F:8])[CH:7]=1.[CH3:16][C:17]1([CH3:31])[CH:21]2[CH2:22][CH:23]([CH2:26][C:27](O)=[O:28])[CH2:24][CH2:25][N:20]2[C:19](=[O:30])[O:18]1, predict the reaction product. The product is: [F:8][C:6]1[CH:5]=[C:4]([C:9]2[CH:10]=[CH:11][C:12]([NH:15][C:27](=[O:28])[CH2:26][CH:23]3[CH2:24][CH2:25][N:20]4[C:19](=[O:30])[O:18][C:17]([CH3:16])([CH3:31])[CH:21]4[CH2:22]3)=[N:13][CH:14]=2)[CH:3]=[C:2]([F:1])[CH:7]=1. (3) Given the reactants F[C:2]1[CH:22]=[C:21]([B:23]2[O:27]C(C)(C)C(C)(C)[O:24]2)[CH:20]=[CH:19][C:3]=1[C:4]([N:6]1[CH2:11][CH2:10][N:9]([C:12]([O:14][C:15]([CH3:18])([CH3:17])[CH3:16])=[O:13])[CH2:8][CH2:7]1)=[O:5].I([O-])(=O)(=O)=O.[Na+], predict the reaction product. The product is: [C:15]([O:14][C:12]([N:9]1[CH2:10][CH2:11][N:6]([C:4]([C:3]2[CH:2]=[CH:22][C:21]([B:23]([OH:27])[OH:24])=[CH:20][CH:19]=2)=[O:5])[CH2:7][CH2:8]1)=[O:13])([CH3:18])([CH3:16])[CH3:17]. (4) Given the reactants [Cl:1]N1C(=O)CCC1=O.[CH:9]([C:11]1[N:12]=[C:13]([N:16]([C:24]([O:26][C:27]([CH3:30])([CH3:29])[CH3:28])=[O:25])[C:17]([O:19][C:20]([CH3:23])([CH3:22])[CH3:21])=[O:18])[NH:14][CH:15]=1)=[O:10], predict the reaction product. The product is: [Cl:1][C:15]1[N:14]=[C:13]([N:16]([C:24]([O:26][C:27]([CH3:30])([CH3:29])[CH3:28])=[O:25])[C:17]([O:19][C:20]([CH3:22])([CH3:23])[CH3:21])=[O:18])[NH:12][C:11]=1[CH:9]=[O:10].